This data is from Catalyst prediction with 721,799 reactions and 888 catalyst types from USPTO. The task is: Predict which catalyst facilitates the given reaction. (1) Reactant: [F:1][C:2]1([F:56])[CH2:7][CH2:6][CH:5]([C:8]2[C:17]3[CH:16]([O:18][CH2:19][C:20]4[CH:25]=[CH:24][C:23]([O:26][CH3:27])=[CH:22][CH:21]=4)[CH2:15][C:14]([CH3:29])([CH3:28])[CH2:13][C:12]=3[N:11]=[C:10]([CH:30]3[CH2:35][CH2:34][N:33]([C:36]4[N:41]=[CH:40][C:39]([CH:42]=[O:43])=[CH:38][N:37]=4)[CH2:32][CH2:31]3)[C:9]=2[CH:44]([F:55])[C:45]2[CH:50]=[CH:49][C:48]([C:51]([F:54])([F:53])[F:52])=[CH:47][CH:46]=2)[CH2:4][CH2:3]1.[BH4-].[Na+].[Cl-].[NH4+]. Product: [F:56][C:2]1([F:1])[CH2:7][CH2:6][CH:5]([C:8]2[C:17]3[CH:16]([O:18][CH2:19][C:20]4[CH:21]=[CH:22][C:23]([O:26][CH3:27])=[CH:24][CH:25]=4)[CH2:15][C:14]([CH3:28])([CH3:29])[CH2:13][C:12]=3[N:11]=[C:10]([CH:30]3[CH2:31][CH2:32][N:33]([C:36]4[N:41]=[CH:40][C:39]([CH2:42][OH:43])=[CH:38][N:37]=4)[CH2:34][CH2:35]3)[C:9]=2[CH:44]([F:55])[C:45]2[CH:46]=[CH:47][C:48]([C:51]([F:52])([F:54])[F:53])=[CH:49][CH:50]=2)[CH2:4][CH2:3]1. The catalyst class is: 8. (2) Product: [C:11]1([C@H:8]2[NH:7][C:5](=[O:6])[CH2:4][O:10][CH2:9]2)[CH:16]=[CH:15][CH:14]=[CH:13][CH:12]=1. Reactant: [H-].[Na+].Cl[CH2:4][C:5]([NH:7][C@H:8]([C:11]1[CH:16]=[CH:15][CH:14]=[CH:13][CH:12]=1)[CH2:9][OH:10])=[O:6]. The catalyst class is: 7. (3) Reactant: [C:1]([Si:5]([CH3:16])([CH3:15])[O:6][CH2:7][CH2:8][N:9]1[CH:13]=[CH:12][C:11]([NH2:14])=[N:10]1)([CH3:4])([CH3:3])[CH3:2].N1C(C)=CC=CC=1C.[CH:25]1([CH2:30][C@H:31]([C:35]2[CH:40]=[CH:39][C:38]([Cl:41])=[C:37]([Cl:42])[CH:36]=2)[C:32](Cl)=[O:33])[CH2:29][CH2:28][CH2:27][CH2:26]1. Product: [C:1]([Si:5]([CH3:16])([CH3:15])[O:6][CH2:7][CH2:8][N:9]1[CH:13]=[CH:12][C:11]([NH:14][C:32](=[O:33])[C@@H:31]([C:35]2[CH:40]=[CH:39][C:38]([Cl:41])=[C:37]([Cl:42])[CH:36]=2)[CH2:30][CH:25]2[CH2:26][CH2:27][CH2:28][CH2:29]2)=[N:10]1)([CH3:4])([CH3:3])[CH3:2]. The catalyst class is: 2. (4) Product: [NH2:21][C@H:7]1[C:8]2[C:13](=[CH:12][CH:11]=[C:10]([O:14][CH:15]3[CH2:16][CH2:17][O:18][CH2:19][CH2:20]3)[CH:9]=2)[N:4]([C:1](=[O:3])[CH3:2])[C@@H:5]([CH:33]2[CH2:34][CH2:35]2)[C@@H:6]1[CH3:32]. The catalyst class is: 29. Reactant: [C:1]([N:4]1[C:13]2[C:8](=[CH:9][C:10]([O:14][CH:15]3[CH2:20][CH2:19][O:18][CH2:17][CH2:16]3)=[CH:11][CH:12]=2)[C@H:7]([NH:21]C(=O)OCC2C=CC=CC=2)[C@@H:6]([CH3:32])[C@@H:5]1[CH:33]1[CH2:35][CH2:34]1)(=[O:3])[CH3:2]. (5) Reactant: [CH2:1]([O:3][C:4]([N:6]1[CH2:11][CH2:10][N:9]([C:12](=[O:40])[C@@H:13]([NH:23][C:24]([C:26]2[CH:30]=[C:29]([OH:31])[N:28]([C:32]3[CH:37]=[CH:36][C:35]([F:38])=[C:34]([F:39])[CH:33]=3)[N:27]=2)=[O:25])[CH2:14][CH2:15][C:16]([O:18][C:19]([CH3:22])([CH3:21])[CH3:20])=[O:17])[CH2:8][CH2:7]1)=[O:5])[CH3:2].Br[CH2:42][C:43]([O:45][CH2:46][C:47]1[CH:52]=[CH:51][CH:50]=[CH:49][CH:48]=1)=[O:44].C(=O)([O-])[O-].[Cs+].[Cs+]. Product: [CH2:1]([O:3][C:4]([N:6]1[CH2:7][CH2:8][N:9]([C:12](=[O:40])[C@@H:13]([NH:23][C:24]([C:26]2[CH:30]=[C:29]([O:31][CH2:42][C:43]([O:45][CH2:46][C:47]3[CH:52]=[CH:51][CH:50]=[CH:49][CH:48]=3)=[O:44])[N:28]([C:32]3[CH:37]=[CH:36][C:35]([F:38])=[C:34]([F:39])[CH:33]=3)[N:27]=2)=[O:25])[CH2:14][CH2:15][C:16]([O:18][C:19]([CH3:22])([CH3:21])[CH3:20])=[O:17])[CH2:10][CH2:11]1)=[O:5])[CH3:2]. The catalyst class is: 39. (6) Product: [C:1]([C@H:5]1[C:23](=[O:24])[N:22]2[CH2:25][C@@H:19]([CH2:20][C@H:21]2[C:26]([O:28][CH3:29])=[O:27])[O:18][C:17]2[N:30]=[CH:31][CH:32]=[CH:33][C:16]=2[CH2:15][CH2:14][CH2:13][CH2:12][CH2:11][CH2:10][CH2:9][O:8][C:7](=[O:34])[NH:6]1)([CH3:4])([CH3:2])[CH3:3]. Reactant: [C:1]([C@H:5]1[C:23](=[O:24])[N:22]2[CH2:25][C@@H:19]([CH2:20][C@H:21]2[C:26]([O:28][CH3:29])=[O:27])[O:18][C:17]2[N:30]=[CH:31][CH:32]=[CH:33][C:16]=2[CH:15]=[CH:14][CH2:13][CH2:12][CH2:11][CH2:10][CH2:9][O:8][C:7](=[O:34])[NH:6]1)([CH3:4])([CH3:3])[CH3:2]. The catalyst class is: 99.